Task: Regression. Given a peptide amino acid sequence and an MHC pseudo amino acid sequence, predict their binding affinity value. This is MHC class II binding data.. Dataset: Peptide-MHC class II binding affinity with 134,281 pairs from IEDB (1) The peptide sequence is AAATAGTTVYGPFAA. The binding affinity (normalized) is 0.558. The MHC is HLA-DQA10501-DQB10301 with pseudo-sequence HLA-DQA10501-DQB10301. (2) The peptide sequence is PDALKELPLLKFLGIFNTG. The MHC is DRB1_0302 with pseudo-sequence DRB1_0302. The binding affinity (normalized) is 0. (3) The MHC is DRB1_1501 with pseudo-sequence DRB1_1501. The peptide sequence is YEVAIFVHGPTTVES. The binding affinity (normalized) is 0.690. (4) The peptide sequence is LIDTKCYKLEHPV. The MHC is DRB1_1101 with pseudo-sequence DRB1_1101. The binding affinity (normalized) is 0.0944. (5) The MHC is HLA-DQA10301-DQB10302 with pseudo-sequence HLA-DQA10301-DQB10302. The binding affinity (normalized) is 0.199. The peptide sequence is KEADYSQIPISINYR.